Dataset: NCI-60 drug combinations with 297,098 pairs across 59 cell lines. Task: Regression. Given two drug SMILES strings and cell line genomic features, predict the synergy score measuring deviation from expected non-interaction effect. (1) Drug 2: CN(CCCl)CCCl.Cl. Cell line: RPMI-8226. Drug 1: COC1=CC(=CC(=C1O)OC)C2C3C(COC3=O)C(C4=CC5=C(C=C24)OCO5)OC6C(C(C7C(O6)COC(O7)C8=CC=CS8)O)O. Synergy scores: CSS=57.8, Synergy_ZIP=6.06, Synergy_Bliss=8.90, Synergy_Loewe=-2.53, Synergy_HSA=8.48. (2) Drug 1: C1CN1P(=S)(N2CC2)N3CC3. Drug 2: CC1CCC2CC(C(=CC=CC=CC(CC(C(=O)C(C(C(=CC(C(=O)CC(OC(=O)C3CCCCN3C(=O)C(=O)C1(O2)O)C(C)CC4CCC(C(C4)OC)O)C)C)O)OC)C)C)C)OC. Cell line: MCF7. Synergy scores: CSS=4.21, Synergy_ZIP=-2.38, Synergy_Bliss=-0.475, Synergy_Loewe=-2.02, Synergy_HSA=-2.31. (3) Drug 1: CNC(=O)C1=CC=CC=C1SC2=CC3=C(C=C2)C(=NN3)C=CC4=CC=CC=N4. Drug 2: CNC(=O)C1=NC=CC(=C1)OC2=CC=C(C=C2)NC(=O)NC3=CC(=C(C=C3)Cl)C(F)(F)F. Cell line: SN12C. Synergy scores: CSS=15.6, Synergy_ZIP=-5.52, Synergy_Bliss=-3.99, Synergy_Loewe=-5.31, Synergy_HSA=-4.23. (4) Drug 1: C1=CC(=CC=C1CC(C(=O)O)N)N(CCCl)CCCl.Cl. Drug 2: CC1=C(C=C(C=C1)NC(=O)C2=CC=C(C=C2)CN3CCN(CC3)C)NC4=NC=CC(=N4)C5=CN=CC=C5. Cell line: HOP-92. Synergy scores: CSS=6.21, Synergy_ZIP=-5.29, Synergy_Bliss=-3.96, Synergy_Loewe=-3.78, Synergy_HSA=-3.64. (5) Drug 1: C1CCN(CC1)CCOC2=CC=C(C=C2)C(=O)C3=C(SC4=C3C=CC(=C4)O)C5=CC=C(C=C5)O. Drug 2: CC1=C2C(C(=O)C3(C(CC4C(C3C(C(C2(C)C)(CC1OC(=O)C(C(C5=CC=CC=C5)NC(=O)OC(C)(C)C)O)O)OC(=O)C6=CC=CC=C6)(CO4)OC(=O)C)O)C)O. Cell line: T-47D. Synergy scores: CSS=23.8, Synergy_ZIP=-6.39, Synergy_Bliss=-3.47, Synergy_Loewe=-11.8, Synergy_HSA=-0.607. (6) Cell line: IGROV1. Drug 2: C1=NNC2=C1C(=O)NC=N2. Drug 1: CCCCCOC(=O)NC1=NC(=O)N(C=C1F)C2C(C(C(O2)C)O)O. Synergy scores: CSS=0.539, Synergy_ZIP=-0.0216, Synergy_Bliss=0.453, Synergy_Loewe=-1.37, Synergy_HSA=-1.29.